Dataset: Catalyst prediction with 721,799 reactions and 888 catalyst types from USPTO. Task: Predict which catalyst facilitates the given reaction. (1) Reactant: Cl[C:2]1[CH:23]=[CH:22][C:5]([C:6]([NH:8][C:9]2[CH:14]=[CH:13][C:12]([Cl:15])=[C:11]([C:16]3[CH:21]=[CH:20][CH:19]=[CH:18][N:17]=3)[CH:10]=2)=[O:7])=[C:4]([CH3:24])[N:3]=1.[CH3:25][CH:26]1[CH2:31][NH:30][CH2:29][CH2:28][NH:27]1. Product: [Cl:15][C:12]1[CH:13]=[CH:14][C:9]([NH:8][C:6](=[O:7])[C:5]2[CH:22]=[CH:23][C:2]([N:30]3[CH2:29][CH2:28][NH:27][CH:26]([CH3:25])[CH2:31]3)=[N:3][C:4]=2[CH3:24])=[CH:10][C:11]=1[C:16]1[CH:21]=[CH:20][CH:19]=[CH:18][N:17]=1. The catalyst class is: 51. (2) Reactant: [Br:1][C:2]1[CH:3]=[C:4]2[C:9](=[CH:10][CH:11]=1)[O:8][C:7]([CH2:12][N:13]1[CH2:18][CH2:17][O:16][CH2:15][CH2:14]1)=[C:6]([C:19]1[CH:24]=[CH:23][CH:22]=[CH:21][CH:20]=1)[C:5]2=[O:25].[ClH:26]. Product: [ClH:26].[Br:1][C:2]1[CH:3]=[C:4]2[C:9](=[CH:10][CH:11]=1)[O:8][C:7]([CH2:12][N:13]1[CH2:18][CH2:17][O:16][CH2:15][CH2:14]1)=[C:6]([C:19]1[CH:24]=[CH:23][CH:22]=[CH:21][CH:20]=1)[C:5]2=[O:25]. The catalyst class is: 165.